From a dataset of Reaction yield outcomes from USPTO patents with 853,638 reactions. Predict the reaction yield, written as a fraction of the theoretical maximum amount of product (1.0 means a 100% yield; for example, 0.34 means a 34% yield). The reactants are [CH3:1][O:2][C:3]([NH:5][C@H:6]([C:61]1[CH:66]=[CH:65][CH:64]=[CH:63][CH:62]=1)[C:7]([N:9]1[CH2:13][CH2:12][CH2:11][C@H:10]1[C:14]1[NH:15][C:16]([C:19]2[CH:20]=[C:21]3[C:26](=[CH:27][CH:28]=2)[CH:25]=[C:24]([C:29]2[CH:30]=[C:31]4[C:58](=[CH:59][CH:60]=2)[C:35]2[NH:36][C:37]([C@@H:39]5[CH2:43][CH2:42][CH2:41][N:40]5[C:44](=[O:57])[C@@H:45]([NH:52][C:53](=[O:56])[O:54][CH3:55])[CH:46]5[CH2:51][CH2:50][O:49][CH2:48][CH2:47]5)=[N:38][C:34]=2[CH2:33][CH2:32]4)[CH:23]=[CH:22]3)=[CH:17][N:18]=1)=[O:8])=[O:4]. The catalyst is C(Cl)Cl.CO.O=[Mn]=O. The product is [CH3:1][O:2][C:3]([NH:5][C@H:6]([C:61]1[CH:62]=[CH:63][CH:64]=[CH:65][CH:66]=1)[C:7]([N:9]1[CH2:13][CH2:12][CH2:11][C@H:10]1[C:14]1[NH:15][C:16]([C:19]2[CH:20]=[C:21]3[C:26](=[CH:27][CH:28]=2)[CH:25]=[C:24]([C:29]2[CH:30]=[C:31]4[C:58](=[CH:59][CH:60]=2)[C:35]2[NH:36][C:37]([C@@H:39]5[CH2:43][CH2:42][CH2:41][N:40]5[C:44](=[O:57])[C@@H:45]([NH:52][C:53](=[O:56])[O:54][CH3:55])[CH:46]5[CH2:51][CH2:50][O:49][CH2:48][CH2:47]5)=[N:38][C:34]=2[CH:33]=[CH:32]4)[CH:23]=[CH:22]3)=[CH:17][N:18]=1)=[O:8])=[O:4]. The yield is 0.690.